The task is: Predict the product of the given reaction.. This data is from Forward reaction prediction with 1.9M reactions from USPTO patents (1976-2016). (1) Given the reactants [N:1]1[CH:6]=[CH:5][CH:4]=[C:3]([CH:7]=[N:8][N:9]2[CH2:18][C:17]3[C:12](=[CH:13][CH:14]=[C:15]([C:19]([F:28])([C:24]([F:27])([F:26])[F:25])[C:20]([F:23])([F:22])[F:21])[CH:16]=3)[NH:11][C:10]2=[O:29])[CH:2]=1.S(=O)(=O)(O)O, predict the reaction product. The product is: [N:1]1[CH:6]=[CH:5][CH:4]=[C:3]([CH2:7][NH:8][N:9]2[CH2:18][C:17]3[C:12](=[CH:13][CH:14]=[C:15]([C:19]([F:28])([C:24]([F:25])([F:26])[F:27])[C:20]([F:21])([F:23])[F:22])[CH:16]=3)[NH:11][C:10]2=[O:29])[CH:2]=1. (2) Given the reactants [CH3:1][C:2]1[CH:3]=[C:4]([N:8]2[N:12]=[N:11][C:10]([CH:13]([OH:15])[CH3:14])=[N:9]2)[CH:5]=[CH:6][CH:7]=1.[C:16](OC=C)(=[O:18])[CH3:17], predict the reaction product. The product is: [C:16]([O:15][C@@H:13]([C:10]1[N:11]=[N:12][N:8]([C:4]2[CH:5]=[CH:6][CH:7]=[C:2]([CH3:1])[CH:3]=2)[N:9]=1)[CH3:14])(=[O:18])[CH3:17]. (3) Given the reactants [CH2:1]([O:3][C:4](=[O:28])[CH2:5][C:6]1[CH:7]=[C:8]([C:14]2[CH:19]=[C:18]([C:20]([F:23])([F:22])[F:21])[CH:17]=[CH:16][C:15]=2[CH2:24][NH:25][CH2:26][CH3:27])[C:9]([O:12][CH3:13])=[CH:10][CH:11]=1)[CH3:2].Cl[C:30]([O:32][CH2:33][C:34]1[CH:39]=[CH:38][C:37]([F:40])=[CH:36][CH:35]=1)=[O:31], predict the reaction product. The product is: [CH2:1]([O:3][C:4](=[O:28])[CH2:5][C:6]1[CH:7]=[C:8]([C:14]2[CH:19]=[C:18]([C:20]([F:23])([F:21])[F:22])[CH:17]=[CH:16][C:15]=2[CH2:24][N:25]([CH2:26][CH3:27])[C:30]([O:32][CH2:33][C:34]2[CH:39]=[CH:38][C:37]([F:40])=[CH:36][CH:35]=2)=[O:31])[C:9]([O:12][CH3:13])=[CH:10][CH:11]=1)[CH3:2]. (4) Given the reactants [OH:1][C:2]1[CH:3]=[C:4]([CH:14]=[C:15]([O:17][CH:18]2[CH2:23][CH2:22][O:21][CH2:20][CH2:19]2)[CH:16]=1)[C:5]([NH:7][C:8]1[CH:12]=[CH:11][N:10]([CH3:13])[N:9]=1)=[O:6].[N:24]1([C:28]([C:30]2[CH:35]=[N:34][C:33](Cl)=[CH:32][N:31]=2)=[O:29])[CH2:27][CH2:26][CH2:25]1.C(=O)([O-])[O-].[K+].[K+], predict the reaction product. The product is: [N:24]1([C:28]([C:30]2[N:31]=[CH:32][C:33]([O:1][C:2]3[CH:3]=[C:4]([CH:14]=[C:15]([O:17][CH:18]4[CH2:23][CH2:22][O:21][CH2:20][CH2:19]4)[CH:16]=3)[C:5]([NH:7][C:8]3[CH:12]=[CH:11][N:10]([CH3:13])[N:9]=3)=[O:6])=[N:34][CH:35]=2)=[O:29])[CH2:27][CH2:26][CH2:25]1.